This data is from Full USPTO retrosynthesis dataset with 1.9M reactions from patents (1976-2016). The task is: Predict the reactants needed to synthesize the given product. (1) The reactants are: [CH3:1][O:2][C:3]1[C:8]2[O:9][CH2:10][O:11][C:7]=2[CH:6]=[C:5]([C:12](OC)=[O:13])[CH:4]=1.Cl.C(OCC)(=O)C.CCCCCC. Given the product [CH3:1][O:2][C:3]1[C:8]2[O:9][CH2:10][O:11][C:7]=2[CH:6]=[C:5]([CH2:12][OH:13])[CH:4]=1, predict the reactants needed to synthesize it. (2) Given the product [CH3:14][CH:15]1[CH2:20][CH2:19][CH2:18][CH2:17][N:16]1[C:2]1[CH:9]=[CH:8][C:5]([C:6]#[N:7])=[CH:4][C:3]=1[C:10]([F:13])([F:12])[F:11], predict the reactants needed to synthesize it. The reactants are: F[C:2]1[CH:9]=[CH:8][C:5]([C:6]#[N:7])=[CH:4][C:3]=1[C:10]([F:13])([F:12])[F:11].[CH3:14][CH:15]1[CH2:20][CH2:19][CH2:18][CH2:17][NH:16]1.CCOCC.O. (3) Given the product [Cl:1][C:2]1[C:7]([Cl:8])=[CH:6][CH:5]=[CH:4][C:3]=1[C:9]1[CH:10]=[C:11]2[C:16]3=[C:17]([C@@H:19]4[CH2:24][N:23]([CH2:30][CH2:29][CH2:28][CH:27]=[CH2:26])[CH2:22][CH2:21][C@@H:20]4[N:15]3[CH2:14][CH2:13][CH2:12]2)[CH:18]=1, predict the reactants needed to synthesize it. The reactants are: [Cl:1][C:2]1[C:7]([Cl:8])=[CH:6][CH:5]=[CH:4][C:3]=1[C:9]1[CH:10]=[C:11]2[C:16]3=[C:17]([C@@H:19]4[CH2:24][NH:23][CH2:22][CH2:21][C@@H:20]4[N:15]3[CH2:14][CH2:13][CH2:12]2)[CH:18]=1.Br[CH2:26][CH2:27][CH2:28][CH:29]=[CH2:30].N. (4) Given the product [CH2:13]([C:8]1[C:7]2[C:11](=[CH:12][C:4]([NH2:1])=[CH:5][CH:6]=2)[NH:10][CH:9]=1)[CH3:14], predict the reactants needed to synthesize it. The reactants are: [N+:1]([C:4]1[CH:12]=[C:11]2[C:7]([CH:8]=[CH:9][NH:10]2)=[CH:6][CH:5]=1)([O-])=O.[CH2:13](Br)[CH3:14]. (5) Given the product [F:1][C:2]1[CH:3]=[C:4]([C:5]([C:7]2[CH:12]=[CH:11][CH:10]=[CH:9][CH:8]=2)=[N:18][OH:19])[CH:13]=[C:14]([F:16])[CH:15]=1, predict the reactants needed to synthesize it. The reactants are: [F:1][C:2]1[CH:3]=[C:4]([CH:13]=[C:14]([F:16])[CH:15]=1)[C:5]([C:7]1[CH:12]=[CH:11][CH:10]=[CH:9][CH:8]=1)=O.Cl.[NH2:18][OH:19].C(=O)([O-])[O-].[Na+].[Na+]. (6) The reactants are: [NH:1]1[C:5]2[CH:6]=[CH:7][CH:8]=[CH:9][C:4]=2[N:3]=[C:2]1[C:10]([N:12]([CH2:34][CH:35]([CH3:37])[CH3:36])[C@H:13]1[CH2:18][C@@H:17]([C:19]([N:21]2[CH2:26][CH2:25][O:24][CH2:23][CH2:22]2)=[O:20])[CH2:16][N:15]([C:27]([O:29][C:30]([CH3:33])([CH3:32])[CH3:31])=[O:28])[CH2:14]1)=[O:11].Cl[CH2:39][CH2:40][O:41][CH:42]=[CH2:43].C(=O)([O-])[O-].[Cs+].[Cs+]. Given the product [CH:40]([O:41][CH2:42][CH2:43][N:1]1[C:5]2[CH:6]=[CH:7][CH:8]=[CH:9][C:4]=2[N:3]=[C:2]1[C:10]([N:12]([CH2:34][CH:35]([CH3:37])[CH3:36])[C@H:13]1[CH2:18][C@@H:17]([C:19]([N:21]2[CH2:22][CH2:23][O:24][CH2:25][CH2:26]2)=[O:20])[CH2:16][N:15]([C:27]([O:29][C:30]([CH3:31])([CH3:32])[CH3:33])=[O:28])[CH2:14]1)=[O:11])=[CH2:39], predict the reactants needed to synthesize it. (7) Given the product [Br:1][C:2]1[CH:3]=[C:4]2[C:9](=[CH:10][CH:11]=1)[C:8]([F:12])=[C:7]([F:14])[CH:6]=[CH:5]2, predict the reactants needed to synthesize it. The reactants are: [Br:1][C:2]1[CH:3]=[C:4]2[C:9](=[CH:10][CH:11]=1)[C:8](F)([F:12])[C:7](F)([F:14])[CH:6]=[CH:5]2.O.O.O.O.O.O.[OH-].C[N+](C)(C)C.